This data is from Catalyst prediction with 721,799 reactions and 888 catalyst types from USPTO. The task is: Predict which catalyst facilitates the given reaction. (1) Reactant: [Mg:1].[CH2:2]([C:4]1[CH:18]=[CH:17][C:7]([CH2:8][C:9]2[CH:14]=[C:13](Br)[CH:12]=[CH:11][C:10]=2[Cl:16])=[CH:6][CH:5]=1)[CH3:3].[Br:19]CCBr. Product: [Cl:16][C:10]1[CH:11]=[CH:12][C:13]([Mg:1][Br:19])=[CH:14][C:9]=1[CH2:8][C:7]1[CH:6]=[CH:5][C:4]([CH2:2][CH3:3])=[CH:18][CH:17]=1. The catalyst class is: 7. (2) Reactant: [NH:1]([C:3]([NH:5][C:6]1[CH:10]=[C:9]([C:11]([O:13][CH3:14])=[O:12])[N:8]([CH2:15][C:16]2[CH:21]=[CH:20][C:19]([O:22][CH3:23])=[CH:18][CH:17]=2)[N:7]=1)=[O:4])[NH2:2].[CH:24](OC)(OC)OC.O.C1(C)C=CC(S(O)(=O)=O)=CC=1. Product: [CH3:23][O:22][C:19]1[CH:18]=[CH:17][C:16]([CH2:15][N:8]2[C:9]([C:11]([O:13][CH3:14])=[O:12])=[CH:10][C:6]([N:5]3[C:3](=[O:4])[NH:1][N:2]=[CH:24]3)=[N:7]2)=[CH:21][CH:20]=1. The catalyst class is: 5. (3) Reactant: [OH:1][CH:2]([CH2:8][C:9]([O:11][CH3:12])=[O:10])[CH2:3][C:4]([O:6][CH3:7])=[O:5].[C:13]([Si:17](Cl)([CH3:19])[CH3:18])([CH3:16])([CH3:15])[CH3:14].N1C=CN=C1.O. Product: [CH3:12][O:11][C:9](=[O:10])[CH2:8][CH:2]([O:1][Si:17]([C:13]([CH3:16])([CH3:15])[CH3:14])([CH3:19])[CH3:18])[CH2:3][C:4]([O:6][CH3:7])=[O:5]. The catalyst class is: 2.